This data is from Reaction yield outcomes from USPTO patents with 853,638 reactions. The task is: Predict the reaction yield, written as a fraction of the theoretical maximum amount of product (1.0 means a 100% yield; for example, 0.34 means a 34% yield). (1) The reactants are [Br:1][C:2]1[CH:7]=[C:6]([CH:8]([CH3:16])[C:9]([O:11][C:12]([CH3:15])([CH3:14])[CH3:13])=[O:10])[CH:5]=[CH:4][C:3]=1[NH:17][CH2:18][C:19]1[CH:28]=[CH:27][CH:26]=[CH:25][C:20]=1[C:21]([O:23]C)=[O:22].[OH-].[Li+].O1CCCC1.Cl. The catalyst is O.CO. The product is [Br:1][C:2]1[CH:7]=[C:6]([CH:8]([CH3:16])[C:9]([O:11][C:12]([CH3:13])([CH3:14])[CH3:15])=[O:10])[CH:5]=[CH:4][C:3]=1[NH:17][CH2:18][C:19]1[CH:28]=[CH:27][CH:26]=[CH:25][C:20]=1[C:21]([OH:23])=[O:22]. The yield is 0.990. (2) The reactants are C(OC(=O)[NH:10][C:11]1[C:16](=[O:17])[N:15]2[CH:18]([C:21](=[O:40])[NH:22][CH2:23][C:24]3[CH:29]=[CH:28][C:27]([C:30]([NH:32][C:33]([O:35][C:36]([CH3:39])([CH3:38])[CH3:37])=[O:34])=[NH:31])=[CH:26][CH:25]=3)[CH2:19][CH2:20][C:14]2=[N:13][CH:12]=1)C1C=CC=CC=1. The catalyst is CO.[Pd]. The product is [C:36]([O:35][C:33](=[O:34])[NH:32][C:30]([C:27]1[CH:28]=[CH:29][C:24]([CH2:23][NH:22][C:21]([C@H:18]2[N:15]3[C:16](=[O:17])[C:11]([NH2:10])=[CH:12][N:13]=[C:14]3[CH2:20][CH2:19]2)=[O:40])=[CH:25][CH:26]=1)=[NH:31])([CH3:39])([CH3:37])[CH3:38]. The yield is 0.840. (3) The reactants are [NH:1]1[CH:5]=[CH:4][CH:3]=C1.[H-].[Na+].Cl[C:9]1[CH:18]=[CH:17][C:12]([C:13]([O:15][CH3:16])=[O:14])=[CH:11][N:10]=1.O.C[N:21](C=O)C. No catalyst specified. The product is [N:1]1([C:9]2[CH:18]=[CH:17][C:12]([C:13]([O:15][CH3:16])=[O:14])=[CH:11][N:10]=2)[CH:5]=[CH:4][CH:3]=[N:21]1. The yield is 0.640. (4) The reactants are Cl[C:2]1[C:3]([C:25]2[CH:26]=[N:27][N:28]3[CH:33]=[CH:32][CH:31]=[CH:30][C:29]=23)=[N:4][C:5]([NH:8][C:9]2[C:14]([O:15][CH3:16])=[CH:13][C:12]([N:17]3[CH2:20][CH:19]([N:21]([CH3:23])[CH3:22])[CH2:18]3)=[C:11]([NH2:24])[CH:10]=2)=[N:6][CH:7]=1.C1(P(C2CCCCC2)C2C=CC=CC=2C2C(CCC)=CC(CCC)=CC=2CCC)CCCCC1.[C:68]([Zn]C#N)#[N:69]. The catalyst is CC(N(C)C)=O.C1C=CC(/C=C/C(/C=C/C2C=CC=CC=2)=O)=CC=1.C1C=CC(/C=C/C(/C=C/C2C=CC=CC=2)=O)=CC=1.C1C=CC(/C=C/C(/C=C/C2C=CC=CC=2)=O)=CC=1.[Pd].[Pd]. The product is [NH2:24][C:11]1[C:12]([N:17]2[CH2:20][CH:19]([N:21]([CH3:22])[CH3:23])[CH2:18]2)=[CH:13][C:14]([O:15][CH3:16])=[C:9]([NH:8][C:5]2[N:4]=[C:3]([C:25]3[CH:26]=[N:27][N:28]4[CH:33]=[CH:32][CH:31]=[CH:30][C:29]=34)[C:2]([C:68]#[N:69])=[CH:7][N:6]=2)[CH:10]=1. The yield is 0.480. (5) The reactants are [CH3:1][C:2]1[CH:6]=[CH:5][S:4][C:3]=1[C:7]([OH:9])=O.[CH2:10]([O:17][C:18]1[CH:35]=[CH:34][C:21]([C:22]([NH:24][CH2:25][C:26](=[O:33])[N:27]2[CH2:32][CH2:31][NH:30][CH2:29][CH2:28]2)=[O:23])=[CH:20][CH:19]=1)[C:11]1[CH:16]=[CH:15][CH:14]=[CH:13][CH:12]=1.CCN=C=NCCCN(C)C.Cl.C1C=CC2N(O)N=NC=2C=1.CCN(C(C)C)C(C)C. The catalyst is CN(C=O)C.O. The product is [CH2:10]([O:17][C:18]1[CH:35]=[CH:34][C:21]([C:22]([NH:24][CH2:25][C:26]([N:27]2[CH2:32][CH2:31][N:30]([C:7]([C:3]3[S:4][CH:5]=[CH:6][C:2]=3[CH3:1])=[O:9])[CH2:29][CH2:28]2)=[O:33])=[O:23])=[CH:20][CH:19]=1)[C:11]1[CH:16]=[CH:15][CH:14]=[CH:13][CH:12]=1. The yield is 0.460. (6) The reactants are [F:1][C:2]1[CH:3]=[C:4]([CH:7]=[C:8]([F:11])[C:9]=1[F:10])[CH:5]=[O:6].[CH2:12]1COCC1. No catalyst specified. The product is [F:1][C:2]1[CH:3]=[C:4]([CH:5]([OH:6])[CH3:12])[CH:7]=[C:8]([F:11])[C:9]=1[F:10]. The yield is 1.00. (7) The reactants are C(OC(=O)[NH:7][CH:8]1[CH2:13][CH2:12][N:11]([C:14]2[N:15]([CH2:30][CH3:31])[C:16](=[O:29])[CH:17]=[C:18]([C:20]3[CH:25]=[CH:24][C:23]([C:26]#[N:27])=[C:22]([F:28])[CH:21]=3)[N:19]=2)[CH2:10][CH2:9]1)(C)(C)C.Cl. The catalyst is CC(=O)OCC. The product is [NH2:7][CH:8]1[CH2:13][CH2:12][N:11]([C:14]2[N:15]([CH2:30][CH3:31])[C:16](=[O:29])[CH:17]=[C:18]([C:20]3[CH:25]=[CH:24][C:23]([C:26]#[N:27])=[C:22]([F:28])[CH:21]=3)[N:19]=2)[CH2:10][CH2:9]1. The yield is 0.970.